From a dataset of Full USPTO retrosynthesis dataset with 1.9M reactions from patents (1976-2016). Predict the reactants needed to synthesize the given product. (1) Given the product [CH2:23]([N:25]1[C:14]([CH:11]2[CH2:12][CH2:13][N:8]([CH2:1][C:2]3[CH:7]=[CH:6][CH:5]=[CH:4][CH:3]=3)[CH2:9][CH2:10]2)=[C:16]2[C:17]([CH2:18][CH2:19][CH2:20][CH2:21]2)=[N:26]1)[CH3:24], predict the reactants needed to synthesize it. The reactants are: [CH2:1]([N:8]1[CH2:13][CH2:12][CH:11]([C:14]([CH:16]2[CH2:21][CH2:20][CH2:19][CH2:18][C:17]2=O)=O)[CH2:10][CH2:9]1)[C:2]1[CH:7]=[CH:6][CH:5]=[CH:4][CH:3]=1.[CH2:23]([NH:25][NH2:26])[CH3:24].C(#N)C. (2) Given the product [CH2:19]([C:26]1[CH:31]=[CH:30][C:29]([NH:32][C:4](=[O:5])[C:3]2[CH:7]=[CH:44][C:42]([CH:43]([O:15][CH3:14])[O:45][CH3:46])=[CH:10][C:2]=2[F:1])=[C:28]([N+:33]([O-:35])=[O:34])[CH:27]=1)[C:20]1[CH:21]=[CH:22][CH:23]=[CH:24][CH:25]=1, predict the reactants needed to synthesize it. The reactants are: [F:1][C:2]1[CH:10]=C(C=O)C=[CH:7][C:3]=1[C:4](O)=[O:5].C(Cl)(=O)[C:14](Cl)=[O:15].[CH2:19]([C:26]1[CH:31]=[CH:30][C:29]([NH2:32])=[C:28]([N+:33]([O-:35])=[O:34])[CH:27]=1)[C:20]1[CH:25]=[CH:24][CH:23]=[CH:22][CH:21]=1.C(N([CH:42]([CH3:44])[CH3:43])CC)(C)C.[OH2:45].[C:46]1(C)C=CC(S(O)(=O)=O)=CC=1.